Dataset: Peptide-MHC class I binding affinity with 185,985 pairs from IEDB/IMGT. Task: Regression. Given a peptide amino acid sequence and an MHC pseudo amino acid sequence, predict their binding affinity value. This is MHC class I binding data. (1) The peptide sequence is YELDLWGKI. The binding affinity (normalized) is 0.0847. The MHC is HLA-A31:01 with pseudo-sequence HLA-A31:01. (2) The peptide sequence is IPPSFLQAM. The MHC is HLA-B35:01 with pseudo-sequence HLA-B35:01. The binding affinity (normalized) is 0.435. (3) The peptide sequence is AMMWRIAQL. The MHC is HLA-E01:01 with pseudo-sequence HLA-E01:03. The binding affinity (normalized) is 0.361. (4) The peptide sequence is ETACLGKAYA. The MHC is HLA-A26:01 with pseudo-sequence HLA-A26:01. The binding affinity (normalized) is 0.507. (5) The MHC is HLA-A02:02 with pseudo-sequence HLA-A02:02. The binding affinity (normalized) is 0.417. The peptide sequence is MSPALFFTFL. (6) The peptide sequence is QPRAPIRPI. The MHC is HLA-B53:01 with pseudo-sequence HLA-B53:01. The binding affinity (normalized) is 0. (7) The peptide sequence is TVFNFAYL. The MHC is H-2-Db with pseudo-sequence H-2-Db. The binding affinity (normalized) is 0.371. (8) The peptide sequence is ASYRLCLYR. The MHC is HLA-B44:02 with pseudo-sequence HLA-B44:02. The binding affinity (normalized) is 0.0847. (9) The binding affinity (normalized) is 0. The MHC is Patr-B0101 with pseudo-sequence Patr-B0101. The peptide sequence is YHSNVKEL.